From a dataset of Reaction yield outcomes from USPTO patents with 853,638 reactions. Predict the reaction yield, written as a fraction of the theoretical maximum amount of product (1.0 means a 100% yield; for example, 0.34 means a 34% yield). (1) The reactants are [Cl:1][C:2]1[CH:3]=[C:4]([CH:15]=[CH:16][C:17]=1[NH:18][C:19]([C:21]1[C:22](=[O:34])[N:23]([C:28]2[CH:33]=[CH:32][CH:31]=[CH:30][CH:29]=2)[N:24]([CH3:27])[C:25]=1[CH3:26])=[O:20])[O:5][C:6]1[CH:11]=[CH:10][N:9]=[C:8](C(N)=O)[CH:7]=1.C(O)(=O)C.C(O)(=O)C.IC1C=CC=CC=1.CC#[N:52]. The catalyst is CCOC(C)=O.O. The product is [NH2:52][C:8]1[CH:7]=[C:6]([O:5][C:4]2[CH:15]=[CH:16][C:17]([NH:18][C:19]([C:21]3[C:22](=[O:34])[N:23]([C:28]4[CH:33]=[CH:32][CH:31]=[CH:30][CH:29]=4)[N:24]([CH3:27])[C:25]=3[CH3:26])=[O:20])=[C:2]([Cl:1])[CH:3]=2)[CH:11]=[CH:10][N:9]=1. The yield is 0.670. (2) The reactants are [N:1]12[CH2:8][CH2:7][CH:4]([CH2:5][CH2:6]1)[CH:3]([O:9][C:10]1[N:11]=[CH:12][C:13]([C:16]3[CH:21]=[CH:20][C:19]([NH:22]C(=O)OCC4C=CC=CC=4)=[CH:18][CH:17]=3)=[N:14][CH:15]=1)[CH2:2]2. The catalyst is C(O)C.[Pd]. The product is [N:1]12[CH2:6][CH2:5][CH:4]([CH2:7][CH2:8]1)[CH:3]([O:9][C:10]1[N:11]=[CH:12][C:13]([C:16]3[CH:21]=[CH:20][C:19]([NH2:22])=[CH:18][CH:17]=3)=[N:14][CH:15]=1)[CH2:2]2. The yield is 0.860. (3) The reactants are [F:1][C:2]1[CH:7]=[CH:6][C:5]([C:8]2[N:12]=[N:11][N:10]([CH3:13])[C:9]=2[C:14]2[N:15]=[CH:16][N:17]([C:19]3[CH:27]=[CH:26][C:22]([C:23](O)=[O:24])=[CH:21][CH:20]=3)[CH:18]=2)=[CH:4][CH:3]=1.[CH3:28][C:29]1([NH2:33])[CH2:32][O:31][CH2:30]1. The catalyst is C(OCC)(=O)C. The product is [F:1][C:2]1[CH:7]=[CH:6][C:5]([C:8]2[N:12]=[N:11][N:10]([CH3:13])[C:9]=2[C:14]2[N:15]=[CH:16][N:17]([C:19]3[CH:27]=[CH:26][C:22]([C:23]([NH:33][C:29]4([CH3:28])[CH2:32][O:31][CH2:30]4)=[O:24])=[CH:21][CH:20]=3)[CH:18]=2)=[CH:4][CH:3]=1. The yield is 0.640. (4) The reactants are C([O-])([O-])=O.[Cs+].[Cs+].[CH3:7][O:8][C:9]1[N:14]=[C:13]([C:15]2[CH:20]=[CH:19][C:18]([CH:21]([OH:26])[C:22]([F:25])([F:24])[F:23])=[CH:17][CH:16]=2)[CH:12]=[CH:11][CH:10]=1.[NH2:27][C:28]1[N:33]=[C:32]([C:34]2[CH:39]=[CH:38][C:37]([CH2:40][C@H:41]([NH:45][C:46]([O:48][C:49]([CH3:52])([CH3:51])[CH3:50])=[O:47])[C:42]([OH:44])=[O:43])=[CH:36][CH:35]=2)[CH:31]=[C:30](Cl)[N:29]=1.O. The catalyst is O1CCOCC1.C(OCC)(=O)C. The product is [NH2:27][C:28]1[N:33]=[C:32]([C:34]2[CH:39]=[CH:38][C:37]([CH2:40][C@H:41]([NH:45][C:46]([O:48][C:49]([CH3:52])([CH3:51])[CH3:50])=[O:47])[C:42]([OH:44])=[O:43])=[CH:36][CH:35]=2)[CH:31]=[C:30]([O:26][CH:21]([C:18]2[CH:19]=[CH:20][C:15]([C:13]3[CH:12]=[CH:11][CH:10]=[C:9]([O:8][CH3:7])[N:14]=3)=[CH:16][CH:17]=2)[C:22]([F:23])([F:24])[F:25])[N:29]=1. The yield is 0.880. (5) The reactants are OO.FC(F)(F)C(OC(=O)C(F)(F)F)=[O:6].[CH3:16][O:17][CH2:18][CH2:19][O:20][C:21]1[CH:22]=[CH:23][C:24]2[N+:29]([O-:30])=[N:28][C:27]([NH:31][CH2:32][CH2:33][N:34]([CH3:36])[CH3:35])=[N:26][C:25]=2[CH:37]=1.FC(F)(F)C(O)=O. The catalyst is C(Cl)Cl.N. The product is [CH3:16][O:17][CH2:18][CH2:19][O:20][C:21]1[CH:22]=[CH:23][C:24]2[N+:29]([O-:30])=[N:28][C:27]([NH:31][CH2:32][CH2:33][N:34]([CH3:36])[CH3:35])=[N+:26]([O-:6])[C:25]=2[CH:37]=1. The yield is 0.500. (6) The reactants are [NH:1]1[C:6]2[CH:7]=[CH:8][CH:9]=[CH:10][C:5]=2[C:4](=O)[O:3]C1=O.[Br:13][C:14]1[C:15]([CH3:21])=[C:16]([CH:18]=[CH:19][CH:20]=1)[NH2:17]. The catalyst is CN(C=O)C.O. The product is [NH2:1][C:6]1[CH:7]=[CH:8][CH:9]=[CH:10][C:5]=1[C:4]([NH:17][C:16]1[CH:18]=[CH:19][CH:20]=[C:14]([Br:13])[C:15]=1[CH3:21])=[O:3]. The yield is 0.0600. (7) The product is [C:1]([C:5]1[CH:12]=[CH:11][C:8]([CH2:9][NH:23][CH2:22][CH2:21][C:17]2[CH:18]=[CH:19][CH:20]=[C:15]([C:14]([F:13])([F:24])[F:25])[CH:16]=2)=[CH:7][CH:6]=1)([CH3:4])([CH3:3])[CH3:2]. The catalyst is CO.Cl. The yield is 0.890. The reactants are [C:1]([C:5]1[CH:12]=[CH:11][C:8]([CH:9]=O)=[CH:7][CH:6]=1)([CH3:4])([CH3:3])[CH3:2].[F:13][C:14]([F:25])([F:24])[C:15]1[CH:16]=[C:17]([CH2:21][CH2:22][NH2:23])[CH:18]=[CH:19][CH:20]=1.[BH4-].[Na+].